From a dataset of Forward reaction prediction with 1.9M reactions from USPTO patents (1976-2016). Predict the product of the given reaction. Given the reactants [NH2:1][CH:2]([CH:5]1[CH2:10][CH2:9][N:8]([O:11][CH3:12])[CH2:7][CH2:6]1)[C:3]#[N:4].CCN(CC)CC.[CH3:20][C:21]1[CH:26]=[C:25]([CH3:27])[CH:24]=[C:23]([CH3:28])[C:22]=1[CH2:29][C:30](Cl)=[O:31].O, predict the reaction product. The product is: [C:3]([CH:2]([CH:5]1[CH2:6][CH2:7][N:8]([O:11][CH3:12])[CH2:9][CH2:10]1)[NH:1][C:30](=[O:31])[CH2:29][C:22]1[C:21]([CH3:20])=[CH:26][C:25]([CH3:27])=[CH:24][C:23]=1[CH3:28])#[N:4].